Predict which catalyst facilitates the given reaction. From a dataset of Catalyst prediction with 721,799 reactions and 888 catalyst types from USPTO. (1) Reactant: [NH2:1][S:2]([C:5]1[CH:6]=[C:7]([C:11]2[CH:12]=[C:13]3[C:18](=[CH:19][CH:20]=2)[O:17][C@H:16]([CH2:21][N:22]([CH2:30][C@H:31]([O:38][Si:39]([C:42]([CH3:45])([CH3:44])[CH3:43])([CH3:41])[CH3:40])[C:32]2[CH:33]=[N:34][CH:35]=[CH:36][CH:37]=2)[C:23](=[O:29])[O:24][C:25]([CH3:28])([CH3:27])[CH3:26])[CH2:15][CH2:14]3)[CH:8]=[CH:9][CH:10]=1)(=[O:4])=[O:3].[CH3:46][O:47][CH2:48][C:49](O)=[O:50].CCN=C=NCCCN(C)C. Product: [Si:39]([O:38][C@H:31]([C:32]1[CH:33]=[N:34][CH:35]=[CH:36][CH:37]=1)[CH2:30][N:22]([CH2:21][C@@H:16]1[CH2:15][CH2:14][C:13]2[C:18](=[CH:19][CH:20]=[C:11]([C:7]3[CH:8]=[CH:9][CH:10]=[C:5]([S:2]([NH:1][C:49](=[O:50])[CH2:48][O:47][CH3:46])(=[O:4])=[O:3])[CH:6]=3)[CH:12]=2)[O:17]1)[C:23](=[O:29])[O:24][C:25]([CH3:26])([CH3:27])[CH3:28])([C:42]([CH3:45])([CH3:44])[CH3:43])([CH3:40])[CH3:41]. The catalyst class is: 79. (2) Reactant: [CH2:1](N(CC)CC)[CH3:2].C(Cl)(=O)C.[NH2:12][C:13]1[C:14]([CH2:23][CH2:24][CH3:25])=[N:15][N:16]([CH2:21][CH3:22])[C:17]=1[C:18]([NH2:20])=[O:19]. Product: [CH2:21]([N:16]1[C:17]2[C:18](=[O:19])[NH:20][C:1]([CH3:2])=[N:12][C:13]=2[C:14]([CH2:23][CH2:24][CH3:25])=[N:15]1)[CH3:22]. The catalyst class is: 796. (3) Reactant: [CH:1]1[C:14]2[CH:13]([S:15][CH2:16][C@@H:17]([C:19]([OH:21])=[O:20])[NH2:18])[C:12]3[C:7](=[CH:8][CH:9]=[CH:10][CH:11]=3)[O:6][C:5]=2[CH:4]=[CH:3][CH:2]=1.O.C(NCC)C.[C:28](Cl)([C:41]1[CH:46]=[CH:45][CH:44]=[CH:43][CH:42]=1)([C:35]1[CH:40]=[CH:39][CH:38]=[CH:37][CH:36]=1)[C:29]1[CH:34]=[CH:33][CH:32]=[CH:31][CH:30]=1. Product: [C:28]([NH:18][C@H:17]([C:19]([OH:21])=[O:20])[CH2:16][S:15][CH:13]1[C:12]2[CH:11]=[CH:10][CH:9]=[CH:8][C:7]=2[O:6][C:5]2[C:14]1=[CH:1][CH:2]=[CH:3][CH:4]=2)([C:29]1[CH:34]=[CH:33][CH:32]=[CH:31][CH:30]=1)([C:41]1[CH:42]=[CH:43][CH:44]=[CH:45][CH:46]=1)[C:35]1[CH:36]=[CH:37][CH:38]=[CH:39][CH:40]=1. The catalyst class is: 22.